This data is from Forward reaction prediction with 1.9M reactions from USPTO patents (1976-2016). The task is: Predict the product of the given reaction. (1) Given the reactants [NH2:1][C:2]1[CH:15]=[CH:14][C:13]2[C:12](=[O:16])[C:11]3[C:6](=[CH:7][C:8]([NH2:17])=[CH:9][CH:10]=3)[C:5](=[O:18])[C:4]=2[CH:3]=1.N1[CH:24]=[CH:23]C=CC=1.[C:25](Cl)(=[O:27])[CH3:26].CN(C)C=[O:32], predict the reaction product. The product is: [C:25]([NH:1][C:2]1[CH:15]=[CH:14][C:13]2[C:12](=[O:16])[C:11]3[C:6](=[CH:7][C:8]([NH:17][C:23](=[O:32])[CH3:24])=[CH:9][CH:10]=3)[C:5](=[O:18])[C:4]=2[CH:3]=1)(=[O:27])[CH3:26]. (2) Given the reactants [F:1][C:2]1[CH:28]=[C:27]([N+:29]([O-])=O)[CH:26]=[CH:25][C:3]=1[O:4][C:5]1[C:6]2[CH:7]=[C:8]3[O:24][CH2:23][CH2:22][O:21][CH2:20][CH2:19][O:18][CH2:17][CH2:16][O:15][C:9]3=[CH:10][C:11]=2[N:12]=[CH:13][CH:14]=1.CN(C=O)C, predict the reaction product. The product is: [NH2:29][C:27]1[CH:26]=[CH:25][C:3]([O:4][C:5]2[C:6]3[CH:7]=[C:8]4[O:24][CH2:23][CH2:22][O:21][CH2:20][CH2:19][O:18][CH2:17][CH2:16][O:15][C:9]4=[CH:10][C:11]=3[N:12]=[CH:13][CH:14]=2)=[C:2]([F:1])[CH:28]=1. (3) Given the reactants [S:1]1[CH:5]=[N:4][N:3]=[C:2]1[NH2:6].[C:7]([NH:10][CH2:11][C:12]1([C:18]2[CH:23]=[CH:22][C:21]([S:24](Cl)(=[O:26])=[O:25])=[CH:20][CH:19]=2)[CH2:17][CH2:16][CH2:15][CH2:14][CH2:13]1)(=[O:9])[CH3:8].N1C=C[CH:31]=[CH:30][CH:29]=1, predict the reaction product. The product is: [CH:30]([C:5]1[S:1][C:2]([NH:6][S:24]([C:21]2[CH:22]=[CH:23][C:18]([C:12]3([CH2:11][NH:10][C:7](=[O:9])[CH3:8])[CH2:17][CH2:16][CH2:15][CH2:14][CH2:13]3)=[CH:19][CH:20]=2)(=[O:26])=[O:25])=[N:3][N:4]=1)([CH3:31])[CH3:29]. (4) Given the reactants [Br:1][C:2]1[CH:3]=[C:4]2[C:8](=[CH:9][CH:10]=1)[NH:7][CH:6]=[CH:5]2.[CH3:11][N:12]1[CH2:17][CH2:16][C:15](=O)[CH2:14][CH2:13]1, predict the reaction product. The product is: [Br:1][C:2]1[CH:3]=[C:4]2[C:8](=[CH:9][CH:10]=1)[NH:7][CH:6]=[C:5]2[C:15]1[CH2:16][CH2:17][N:12]([CH3:11])[CH2:13][CH:14]=1. (5) Given the reactants [NH2:1][C:2]1[CH:10]=[CH:9][C:8]([CH2:11][N:12]2[CH2:17][CH2:16][N:15]([CH3:18])[CH2:14][CH2:13]2)=[CH:7][C:3]=1[C:4](O)=[O:5].CC[N:21]=C=NCCCN(C)C.C1C=CC2N(O)N=NC=2C=1.CN1CCOCC1.[NH4+].[OH-], predict the reaction product. The product is: [NH2:1][C:2]1[CH:10]=[CH:9][C:8]([CH2:11][N:12]2[CH2:17][CH2:16][N:15]([CH3:18])[CH2:14][CH2:13]2)=[CH:7][C:3]=1[C:4]([NH2:21])=[O:5]. (6) Given the reactants [NH2:1][C:2]1[N:3]=[CH:4][C:5]([C:8]2[C:9]([F:19])=[C:10]([OH:18])[C:11]([CH:14]3C[CH2:16][CH2:15]3)=[CH:12][CH:13]=2)=[N:6][CH:7]=1.[Br-].C([Zn+])CC, predict the reaction product. The product is: [NH2:1][C:2]1[N:3]=[CH:4][C:5]([C:8]2[C:9]([F:19])=[C:10]([OH:18])[C:11]([CH2:14][CH2:15][CH3:16])=[CH:12][CH:13]=2)=[N:6][CH:7]=1. (7) Given the reactants Br[C:2]1[CH:3]=[C:4]2[C:9](=[CH:10][CH:11]=1)[NH:8][C:7](=O)[C:6]([C:13]1[CH:18]=[CH:17][CH:16]=[CH:15][CH:14]=1)=[C:5]2O.[Cl:20][C:21]1[CH:22]=[C:23]([C:27]([C:29]2[CH:30]=[N:31][C:32]([Cl:35])=[CH:33][CH:34]=2)=[O:28])[CH:24]=[CH:25][CH:26]=1.[Cl:36]C1C=C(C(C2C=NC=CC=2)=O)C=CC=1, predict the reaction product. The product is: [Cl:20][C:21]1[CH:22]=[C:23]([C:27]([C:2]2[CH:3]=[C:4]3[C:9](=[CH:10][CH:11]=2)[N:8]=[CH:7][C:6]([C:13]2[CH:18]=[CH:17][CH:16]=[CH:15][CH:14]=2)=[C:5]3[Cl:36])([C:29]2[CH:30]=[N:31][C:32]([Cl:35])=[CH:33][CH:34]=2)[OH:28])[CH:24]=[CH:25][CH:26]=1. (8) Given the reactants [SH:1][C:2]1[CH:9]=[C:8]([C:10]2[C:11]([C:15]([F:18])([F:17])[F:16])=[N:12][NH:13][CH:14]=2)[CH:7]=[CH:6][C:3]=1[C:4]#[N:5].O, predict the reaction product. The product is: [S:1]([C:6]1[CH:7]=[C:8]([C:10]2[C:11]([C:15]([F:16])([F:17])[F:18])=[N:12][NH:13][CH:14]=2)[CH:9]=[CH:2][C:3]=1[C:4]#[N:5])[C:2]1[CH:9]=[C:8]([C:10]2[C:11]([C:15]([F:16])([F:18])[F:17])=[N:12][NH:13][CH:14]=2)[CH:7]=[CH:6][C:3]=1[C:4]#[N:5]. (9) Given the reactants C[O:2][C:3]1[CH:8]=[CH:7][C:6]([C:9]2[CH:13]=[CH:12][N:11]([CH3:14])[N:10]=2)=[CH:5][C:4]=1[CH3:15], predict the reaction product. The product is: [CH3:15][C:4]1[CH:5]=[C:6]([C:9]2[CH:13]=[CH:12][N:11]([CH3:14])[N:10]=2)[CH:7]=[CH:8][C:3]=1[OH:2].